From a dataset of Forward reaction prediction with 1.9M reactions from USPTO patents (1976-2016). Predict the product of the given reaction. (1) Given the reactants [N+:1]([C:4]1[CH:9]=[CH:8][C:7]([OH:10])=[CH:6][CH:5]=1)([O-])=O.[Cl:11][CH2:12][C:13]1[C:22]2[C:17](=[CH:18][CH:19]=[CH:20][CH:21]=2)[N:16]=[C:15]([CH3:23])[CH:14]=1.C(=O)([O-])[O-].[Cs+].[Cs+].[I-].[Na+].[Cl:32][Sn]Cl, predict the reaction product. The product is: [ClH:11].[ClH:32].[CH3:23][C:15]1[CH:14]=[C:13]([CH2:12][O:10][C:7]2[CH:8]=[CH:9][C:4]([NH2:1])=[CH:5][CH:6]=2)[C:22]2[C:17](=[CH:18][CH:19]=[CH:20][CH:21]=2)[N:16]=1. (2) Given the reactants [C:1]([O:4][C:5]1[CH:10]=[CH:9][CH:8]=[C:7]([OH:11])[C:6]=1[CH3:12])(=[O:3])[CH3:2].[C:13](=O)([O-])[O-].[K+].[K+].CI.C1(C)C=CC=CC=1, predict the reaction product. The product is: [C:1]([O:4][C:5]1[CH:10]=[CH:9][CH:8]=[C:7]([O:11][CH3:13])[C:6]=1[CH3:12])(=[O:3])[CH3:2].